This data is from Full USPTO retrosynthesis dataset with 1.9M reactions from patents (1976-2016). The task is: Predict the reactants needed to synthesize the given product. (1) Given the product [Br:18][C:19]1[C:24]([C:25]([N:14]2[CH2:13][CH:12]3[CH:16]([CH2:17][N:10]([C:4]4[N:5]=[C:6]([CH3:9])[C:7]([CH3:8])=[C:2]([CH3:1])[N:3]=4)[CH2:11]3)[CH2:15]2)=[O:26])=[CH:23][CH:22]=[CH:21][N:20]=1, predict the reactants needed to synthesize it. The reactants are: [CH3:1][C:2]1[C:7]([CH3:8])=[C:6]([CH3:9])[N:5]=[C:4]([N:10]2[CH2:17][CH:16]3[CH:12]([CH2:13][NH:14][CH2:15]3)[CH2:11]2)[N:3]=1.[Br:18][C:19]1[C:24]([C:25](O)=[O:26])=[CH:23][CH:22]=[CH:21][N:20]=1. (2) Given the product [I:1][C:2]1[CH:7]=[CH:6][C:5]([C:8]([C:10]2[CH:15]=[CH:14][C:13]([OH:16])=[CH:12][CH:11]=2)=[O:9])=[CH:4][CH:3]=1, predict the reactants needed to synthesize it. The reactants are: [I:1][C:2]1[CH:7]=[CH:6][C:5]([C:8]([C:10]2[CH:15]=[CH:14][C:13]([O:16]C)=[CH:12][CH:11]=2)=[O:9])=[CH:4][CH:3]=1.B(Br)(Br)Br. (3) Given the product [C:21]([OH:23])(=[O:22])[CH2:20][CH2:19][CH2:18][CH2:17][CH2:16][CH3:15], predict the reactants needed to synthesize it. The reactants are: BrCC1C(C)=CC2N=C3C(N([CH2:15][CH2:16][CH2:17][CH2:18][CH2:19][CH2:20][C:21]([OH:23])=[O:22])C=2C=1)=NC(=O)NC3=O.C1(N)CC1. (4) Given the product [Cl:10][C:11]1[CH:12]=[C:13]([CH:19]=[CH:20][CH:21]=1)[CH2:14][S:15][CH2:16][CH2:17][NH:18][C:1](=[O:8])[C:2]1[CH:7]=[CH:6][CH:5]=[CH:4][CH:3]=1, predict the reactants needed to synthesize it. The reactants are: [C:1](Cl)(=[O:8])[C:2]1[CH:7]=[CH:6][CH:5]=[CH:4][CH:3]=1.[Cl:10][C:11]1[CH:12]=[C:13]([CH:19]=[CH:20][CH:21]=1)[CH2:14][S:15][CH2:16][CH2:17][NH2:18]. (5) Given the product [F:1][C:2]1[CH:7]=[CH:6][C:5]([CH2:8][C:9]2[CH:18]=[C:17]3[C:12]([C:13]([OH:30])=[C:14]([C:25]([NH:31][C@@H:32]([CH3:35])[CH2:33][OH:34])=[O:26])[C:15](=[O:24])[N:16]3[CH2:19][C:20]([F:23])([F:22])[F:21])=[N:11][CH:10]=2)=[CH:4][CH:3]=1, predict the reactants needed to synthesize it. The reactants are: [F:1][C:2]1[CH:7]=[CH:6][C:5]([CH2:8][C:9]2[CH:18]=[C:17]3[C:12]([C:13]([OH:30])=[C:14]([C:25](OCC)=[O:26])[C:15](=[O:24])[N:16]3[CH2:19][C:20]([F:23])([F:22])[F:21])=[N:11][CH:10]=2)=[CH:4][CH:3]=1.[NH2:31][C@@H:32]([CH3:35])[CH2:33][OH:34]. (6) Given the product [CH3:11][O:10][Si:9]([CH2:8][NH:19][C:20](=[O:21])[O:3][CH3:2])([O:14][CH3:15])[O:12][CH3:13], predict the reactants needed to synthesize it. The reactants are: [N-]=[C:2]=[O:3].[K+].CO.Cl[CH2:8][Si:9]([O:14][CH3:15])([O:12][CH3:13])[O:10][CH3:11].[Cl-].[K+].C[N:19](C)[CH:20]=[O:21]. (7) Given the product [OH:29][CH2:28][C@:4]1([C:15]([O:17][C:18]([CH3:20])([CH3:19])[CH3:21])=[O:16])[CH2:3][C:2](=[O:1])[N:6]([C@@H:7]([C:9]2[CH:10]=[CH:11][CH:12]=[CH:13][CH:14]=2)[CH3:8])[CH2:5]1, predict the reactants needed to synthesize it. The reactants are: [O:1]=[C:2]1[N:6]([C@@H:7]([C:9]2[CH:14]=[CH:13][CH:12]=[CH:11][CH:10]=2)[CH3:8])[CH2:5][CH:4]([C:15]([O:17][C:18]([CH3:21])([CH3:20])[CH3:19])=[O:16])[CH2:3]1.C=O.[H-].[Na+].C(O)(=O)C[C:28](CC(O)=O)(C(O)=O)[OH:29]. (8) Given the product [OH:10][CH2:9][CH2:8][CH2:7][N:1]1[CH2:6][CH2:5][N:4]([C:16]([O:15][C:12]([CH3:14])([CH3:13])[CH3:11])=[O:17])[CH2:3][CH2:2]1, predict the reactants needed to synthesize it. The reactants are: [N:1]1([CH2:7][CH2:8][CH2:9][OH:10])[CH2:6][CH2:5][NH:4][CH2:3][CH2:2]1.[CH3:11][C:12]([O:15][C:16](O[C:16]([O:15][C:12]([CH3:14])([CH3:13])[CH3:11])=[O:17])=[O:17])([CH3:14])[CH3:13].CCN(C(C)C)C(C)C. (9) Given the product [Cl:1][C:2]1[C:3]([CH3:22])=[C:4]([N:8]2[C:12](=[O:13])[CH2:11][N:10]([C:14](=[O:21])[CH2:15][N:16]([CH2:17][CH2:18][O:19][CH3:20])[C:31]([NH:30][C:27]3[CH:28]=[CH:29][C:24]([Cl:23])=[CH:25][CH:26]=3)=[O:32])[CH2:9]2)[CH:5]=[CH:6][CH:7]=1, predict the reactants needed to synthesize it. The reactants are: [Cl:1][C:2]1[C:3]([CH3:22])=[C:4]([N:8]2[C:12](=[O:13])[CH2:11][N:10]([C:14](=[O:21])[CH2:15][NH:16][CH2:17][CH2:18][O:19][CH3:20])[CH2:9]2)[CH:5]=[CH:6][CH:7]=1.[Cl:23][C:24]1[CH:29]=[CH:28][C:27]([N:30]=[C:31]=[O:32])=[CH:26][CH:25]=1. (10) Given the product [CH2:11]([O:13][CH:14]([CH2:18][C:19]1[CH:24]=[CH:23][C:22]([O:25][CH2:26][C:27]2[CH:32]=[CH:31][CH:30]=[CH:29][CH:28]=2)=[CH:21][CH:20]=1)[C:15]([OH:17])=[O:16])[CH3:12], predict the reactants needed to synthesize it. The reactants are: C1(NCCO)C=CC=CC=1.[CH2:11]([O:13][C@@H:14]([CH2:18][C:19]1[CH:24]=[CH:23][C:22]([O:25][CH2:26][C:27]2[CH:32]=[CH:31][CH:30]=[CH:29][CH:28]=2)=[CH:21][CH:20]=1)[C:15]([OH:17])=[O:16])[CH3:12].O.S(=O)(=O)(O)O.